From a dataset of Full USPTO retrosynthesis dataset with 1.9M reactions from patents (1976-2016). Predict the reactants needed to synthesize the given product. (1) The reactants are: [CH2:1]([Si:5]([C:18]1([CH2:24][CH:25]([CH3:27])[CH3:26])SCCCS1)([C:12]1[CH:17]=[CH:16][CH:15]=[CH:14][CH:13]=1)[C:6]1[CH:11]=[CH:10][CH:9]=[CH:8][CH:7]=1)[CH2:2][CH:3]=[CH2:4].[OH2:28]. Given the product [CH2:1]([Si:5]([C:12]1[CH:17]=[CH:16][CH:15]=[CH:14][CH:13]=1)([C:6]1[CH:11]=[CH:10][CH:9]=[CH:8][CH:7]=1)[C:18](=[O:28])[CH2:24][CH:25]([CH3:27])[CH3:26])[CH2:2][CH:3]=[CH2:4], predict the reactants needed to synthesize it. (2) Given the product [CH2:22]([O:29][C:30]1[CH:35]=[CH:34][N:33]([C:2]2[CH:21]=[CH:20][C:5]3[N:6]4[CH2:12][CH2:11][N:10]([C:13]([O:15][C:16]([CH3:19])([CH3:18])[CH3:17])=[O:14])[CH2:9][C:7]4=[N:8][C:4]=3[CH:3]=2)[C:32](=[O:36])[CH:31]=1)[C:23]1[CH:24]=[CH:25][CH:26]=[CH:27][CH:28]=1, predict the reactants needed to synthesize it. The reactants are: Br[C:2]1[CH:21]=[CH:20][C:5]2[N:6]3[CH2:12][CH2:11][N:10]([C:13]([O:15][C:16]([CH3:19])([CH3:18])[CH3:17])=[O:14])[CH2:9][C:7]3=[N:8][C:4]=2[CH:3]=1.[CH2:22]([O:29][C:30]1[CH:35]=[CH:34][NH:33][C:32](=[O:36])[CH:31]=1)[C:23]1[CH:28]=[CH:27][CH:26]=[CH:25][CH:24]=1.CN[C@@H]1CCCC[C@H]1NC.C([O-])([O-])=O.[Cs+].[Cs+]. (3) Given the product [CH2:22]([C:17]1[CH:18]=[C:13]2[CH:12]=[CH:11][N:10]([S:7]([C:1]3[CH:6]=[CH:5][CH:4]=[CH:3][CH:2]=3)(=[O:9])=[O:8])[C:14]2=[N:15][CH:16]=1)[CH:21]=[CH2:20], predict the reactants needed to synthesize it. The reactants are: [C:1]1([S:7]([N:10]2[C:14]3=[N:15][CH:16]=[C:17](Br)[CH:18]=[C:13]3[CH:12]=[CH:11]2)(=[O:9])=[O:8])[CH:6]=[CH:5][CH:4]=[CH:3][CH:2]=1.[CH2:20]([Sn](CCCC)(CCCC)CCCC)[CH:21]=[CH2:22]. (4) Given the product [CH2:1]([NH:8][CH2:14][C:12]1[O:11][CH:10]=[CH:9][CH:13]=1)[CH2:2][CH2:3][CH2:4][CH2:5][CH2:6][CH3:7], predict the reactants needed to synthesize it. The reactants are: [CH2:1]([NH2:8])[CH2:2][CH2:3][CH2:4][CH2:5][CH2:6][CH3:7].[CH:9]1[CH:13]=[C:12]([CH2:14]O)[O:11][CH:10]=1.C(O)(C)C.